Regression. Given two drug SMILES strings and cell line genomic features, predict the synergy score measuring deviation from expected non-interaction effect. From a dataset of NCI-60 drug combinations with 297,098 pairs across 59 cell lines. Drug 1: CN(C)C1=NC(=NC(=N1)N(C)C)N(C)C. Cell line: HCT-15. Synergy scores: CSS=3.77, Synergy_ZIP=1.29, Synergy_Bliss=4.46, Synergy_Loewe=-0.877, Synergy_HSA=1.36. Drug 2: CCN(CC)CCNC(=O)C1=C(NC(=C1C)C=C2C3=C(C=CC(=C3)F)NC2=O)C.